Task: Predict the reaction yield, written as a fraction of the theoretical maximum amount of product (1.0 means a 100% yield; for example, 0.34 means a 34% yield).. Dataset: Reaction yield outcomes from USPTO patents with 853,638 reactions (1) The reactants are [ClH:1].[F:2][C:3]1[C:12]2[C:7](=[CH:8][CH:9]=[CH:10][CH:11]=2)[C:6]([C@H:13]([NH:15]S(C(C)(C)C)=O)[CH3:14])=[CH:5][CH:4]=1. The catalyst is O1CCOCC1. The product is [ClH:1].[F:2][C:3]1[C:12]2[C:7](=[CH:8][CH:9]=[CH:10][CH:11]=2)[C:6]([C@H:13]([NH2:15])[CH3:14])=[CH:5][CH:4]=1. The yield is 0.700. (2) The reactants are [CH2:1]([O:3][C:4]1[CH:5]=[C:6]([CH:10]=[CH:11][C:12]=1[NH:13][C:14]1[N:24]=[C:23]2[C:17]([N:18]([CH3:29])[C:19](=[O:28])[CH2:20][CH2:21][N:22]2[CH:25]([CH3:27])[CH3:26])=[CH:16][N:15]=1)[C:7](O)=[O:8])[CH3:2].CN(C(ON1N=NC2C=CC=NC1=2)=[N+](C)C)C.F[P-](F)(F)(F)(F)F.[NH2:54][CH:55]1[CH2:60][CH2:59][N:58]([CH3:61])[CH2:57][CH2:56]1.C(N(C(C)C)CC)(C)C. The catalyst is CN(C=O)C. The product is [CH2:1]([O:3][C:4]1[CH:5]=[C:6]([CH:10]=[CH:11][C:12]=1[NH:13][C:14]1[N:24]=[C:23]2[C:17]([N:18]([CH3:29])[C:19](=[O:28])[CH2:20][CH2:21][N:22]2[CH:25]([CH3:26])[CH3:27])=[CH:16][N:15]=1)[C:7]([NH:54][CH:55]1[CH2:60][CH2:59][N:58]([CH3:61])[CH2:57][CH2:56]1)=[O:8])[CH3:2]. The yield is 0.880.